From a dataset of Full USPTO retrosynthesis dataset with 1.9M reactions from patents (1976-2016). Predict the reactants needed to synthesize the given product. (1) The reactants are: [Mg].Br[C:3]1[CH:4]=[C:5]([O:9]C)[CH:6]=[CH:7][CH:8]=1.CC(=[CH:15][CH2:16][CH3:17])C=O. Given the product [CH:5]([O:9][CH:16]([CH3:15])[CH3:17])([CH3:6])[CH3:4].[CH3:5][CH2:4][CH2:3][CH2:8][CH2:7][CH3:6], predict the reactants needed to synthesize it. (2) Given the product [NH2:1][CH:4]1[CH2:7][N:6]([CH:8]([C:9]2[CH:14]=[CH:13][CH:12]=[CH:11][CH:10]=2)[C:15]2[CH:20]=[CH:19][CH:18]=[CH:17][CH:16]=2)[CH2:5]1, predict the reactants needed to synthesize it. The reactants are: [N:1]([CH:4]1[CH2:7][N:6]([CH:8]([C:15]2[CH:20]=[CH:19][CH:18]=[CH:17][CH:16]=2)[C:9]2[CH:14]=[CH:13][CH:12]=[CH:11][CH:10]=2)[CH2:5]1)=[N+]=[N-].[H][H].